This data is from Forward reaction prediction with 1.9M reactions from USPTO patents (1976-2016). The task is: Predict the product of the given reaction. (1) Given the reactants [N+:1]([C:4]1[CH:9]=[CH:8][C:7]([N:10]2[CH2:15][CH2:14][NH:13][CH2:12][CH2:11]2)=[CH:6][CH:5]=1)([O-:3])=[O:2].C(N(C(C)C)CC)(C)C.[C:25](O[C:25]([O:27][C:28]([CH3:31])([CH3:30])[CH3:29])=[O:26])([O:27][C:28]([CH3:31])([CH3:30])[CH3:29])=[O:26].O, predict the reaction product. The product is: [N+:1]([C:4]1[CH:5]=[CH:6][C:7]([N:10]2[CH2:15][CH2:14][N:13]([C:25]([O:27][C:28]([CH3:31])([CH3:30])[CH3:29])=[O:26])[CH2:12][CH2:11]2)=[CH:8][CH:9]=1)([O-:3])=[O:2]. (2) Given the reactants [Br:1][CH2:2][C@@H:3]([CH3:6])[CH2:4][OH:5].[O:7]1[CH:12]=[CH:11][CH2:10][CH2:9][CH2:8]1.S(C1C=CC(C)=CC=1)([O-])(=O)=O.[NH+]1C=CC=CC=1, predict the reaction product. The product is: [Br:1][CH2:2][C@@H:3]([CH3:6])[CH2:4][O:5][CH:8]1[CH2:9][CH2:10][CH2:11][CH2:12][O:7]1. (3) Given the reactants [CH2:1]([C:4]1[CH:13]=[CH:12][C:7]2[C:8](=[O:11])[O:9][CH2:10][C:6]=2[CH:5]=1)[CH:2]=C.[BH4-].[Na+].C[OH:17], predict the reaction product. The product is: [OH:17][CH2:2][CH2:1][C:4]1[CH:13]=[CH:12][C:7]2[C:8](=[O:11])[O:9][CH2:10][C:6]=2[CH:5]=1. (4) Given the reactants Cl.[NH2:2][C:3]1[N:7]2[N:8]=[C:9]([C:14]([O:16]C)=O)[C:10]([CH3:13])=[C:11]([CH3:12])[C:6]2=[N:5][N:4]=1.[CH2:18]([NH2:20])[CH3:19], predict the reaction product. The product is: [CH2:18]([NH:20][C:14]([C:9]1[C:10]([CH3:13])=[C:11]([CH3:12])[C:6]2[N:7]([C:3]([NH2:2])=[N:4][N:5]=2)[N:8]=1)=[O:16])[CH3:19]. (5) Given the reactants [CH3:1][O:2][C:3]([C:5]1[CH:6]=[CH:7][C:8]([CH3:12])=[N+:9]([O-])[CH:10]=1)=[O:4].C(OC(C(F)(F)F)=O)(C(F)(F)F)=[O:14], predict the reaction product. The product is: [OH:14][CH2:12][C:8]1[CH:7]=[CH:6][C:5]([C:3]([O:2][CH3:1])=[O:4])=[CH:10][N:9]=1. (6) Given the reactants [CH3:1][C:2]1[C:7]([C:8]2[CH:13]=[CH:12][CH:11]=[CH:10][CH:9]=2)=[C:6]([CH:14]2[CH2:18][CH2:17][C:16](=O)[CH2:15]2)[N:5]2[C:20]3[CH:26]=[CH:25][CH:24]=[CH:23][C:21]=3[N:22]=[C:4]2[C:3]=1[C:27]#[N:28].C(O)(=O)C.[CH3:33][NH:34][CH3:35].C([BH3-])#N.[Na+].C(=O)([O-])O.[Na+], predict the reaction product. The product is: [CH3:33][N:34]([CH3:35])[CH:16]1[CH2:17][CH2:18][CH:14]([C:6]2[N:5]3[C:20]4[CH:26]=[CH:25][CH:24]=[CH:23][C:21]=4[N:22]=[C:4]3[C:3]([C:27]#[N:28])=[C:2]([CH3:1])[C:7]=2[C:8]2[CH:9]=[CH:10][CH:11]=[CH:12][CH:13]=2)[CH2:15]1. (7) The product is: [ClH:1].[ClH:36].[NH2:23][CH2:22][C:14]1[N:13]=[C:12]([N:11]([C:4]2[CH:3]=[C:2]([Cl:1])[C:7]([O:8][CH3:9])=[C:6]([Cl:10])[CH:5]=2)[CH3:34])[C:21]2[C:16](=[CH:17][CH:18]=[CH:19][CH:20]=2)[N:15]=1. Given the reactants [Cl:1][C:2]1[CH:3]=[C:4]([N:11]([CH3:34])[C:12]2[C:21]3[C:16](=[CH:17][CH:18]=[CH:19][CH:20]=3)[N:15]=[C:14]([CH2:22][N:23]3C(=O)C4C(=CC=CC=4)C3=O)[N:13]=2)[CH:5]=[C:6]([Cl:10])[C:7]=1[O:8][CH3:9].Cl.[Cl:36]CC1N=C(N(C2C=C(Cl)C(OC)=C(Cl)C=2)C)C2C(=CC=CC=2)N=1.C([O-])([O-])=O.[K+].[K+].C1(=O)NC(=O)C2=CC=CC=C12.[K], predict the reaction product. (8) Given the reactants Br[C:2]1[CH:11]=[C:10]2[C:5]([CH:6]=[CH:7][CH:8]=[N:9]2)=[C:4]([O:12][C@@H:13]([C@H:15]2[CH2:19][NH:18][C:17](=[O:20])[CH2:16]2)[CH3:14])[CH:3]=1.C(OC([N:28]1[CH2:37][CH2:36][C:35]2[C:30](=[CH:31][C:32](B3OC(C)(C)C(C)(C)O3)=[CH:33][CH:34]=2)[CH2:29]1)=O)(C)(C)C.C(=O)([O-])[O-].[Na+].[Na+], predict the reaction product. The product is: [CH2:29]1[C:30]2[C:35](=[CH:34][CH:33]=[C:32]([C:2]3[CH:11]=[C:10]4[C:5]([CH:6]=[CH:7][CH:8]=[N:9]4)=[C:4]([O:12][C@@H:13]([C@H:15]4[CH2:19][NH:18][C:17](=[O:20])[CH2:16]4)[CH3:14])[CH:3]=3)[CH:31]=2)[CH2:36][CH2:37][NH:28]1.